Dataset: Full USPTO retrosynthesis dataset with 1.9M reactions from patents (1976-2016). Task: Predict the reactants needed to synthesize the given product. Given the product [CH2:13]=[O:14].[N:4]1[C:5]([NH2:11])=[N:6][C:7]([NH2:9])=[N:8][C:3]=1[NH2:2], predict the reactants needed to synthesize it. The reactants are: C[NH:2][C:3]1[N:8]=[C:7]([NH:9]C)[N:6]=[C:5]([NH:11]C)[N:4]=1.[CH2:13]=[O:14].